Task: Predict the reactants needed to synthesize the given product.. Dataset: Full USPTO retrosynthesis dataset with 1.9M reactions from patents (1976-2016) Given the product [Cl:30][C:31]1[CH:32]=[CH:33][C:34]([C@H:37]2[CH2:41][CH2:40][CH2:39][C@H:38]2[NH:42][C:24]([C:23]2[CH:22]=[C:21]([C:18]3[CH:19]=[CH:20][C:10]4[O:9][C:8]([C:5]5[CH:6]=[CH:7][C:2]([F:1])=[CH:3][CH:4]=5)=[C:12]([C:13]([NH:14][CH3:15])=[O:16])[C:11]=4[CH:17]=3)[CH:29]=[CH:28][CH:27]=2)=[O:25])=[CH:35][CH:36]=1, predict the reactants needed to synthesize it. The reactants are: [F:1][C:2]1[CH:7]=[CH:6][C:5]([C:8]2[O:9][C:10]3[CH:20]=[CH:19][C:18]([C:21]4[CH:22]=[C:23]([CH:27]=[CH:28][CH:29]=4)[C:24](O)=[O:25])=[CH:17][C:11]=3[C:12]=2[C:13](=[O:16])[NH:14][CH3:15])=[CH:4][CH:3]=1.[Cl:30][C:31]1[CH:36]=[CH:35][C:34]([C@H:37]2[CH2:41][CH2:40][CH2:39][C@H:38]2[NH2:42])=[CH:33][CH:32]=1.CN(C(ON1N=NC2C=CC=NC1=2)=[N+](C)C)C.F[P-](F)(F)(F)(F)F.CCN(C(C)C)C(C)C.